From a dataset of Catalyst prediction with 721,799 reactions and 888 catalyst types from USPTO. Predict which catalyst facilitates the given reaction. Reactant: N12CCCN=C1CCCCC2.[C:12]([C:15]1[CH:16]=[CH:17][C:18]2[O:24][CH2:23][C:22](=[O:25])[CH2:21][CH:20](S(C3C=CC=CC=3)(=O)=O)[C:19]=2[CH:35]=1)(=[O:14])[CH3:13].O.Cl. Product: [C:12]([C:15]1[CH:16]=[CH:17][C:18]2[O:24][CH2:23][C:22](=[O:25])[CH:21]=[CH:20][C:19]=2[CH:35]=1)(=[O:14])[CH3:13]. The catalyst class is: 4.